Dataset: Reaction yield outcomes from USPTO patents with 853,638 reactions. Task: Predict the reaction yield, written as a fraction of the theoretical maximum amount of product (1.0 means a 100% yield; for example, 0.34 means a 34% yield). (1) The reactants are [Cl:1][C:2]1[CH:3]=[C:4]([O:11][CH3:12])[C:5]([C:8]([OH:10])=[O:9])=[N:6][CH:7]=1.S(=O)(=O)(O)O.[CH3:18]O. No catalyst specified. The product is [Cl:1][C:2]1[CH:3]=[C:4]([O:11][CH3:12])[C:5]([C:8]([O:10][CH3:18])=[O:9])=[N:6][CH:7]=1. The yield is 0.670. (2) The reactants are [N+:1]([C:4]1[CH:9]=[C:8]([Cl:10])[CH:7]=[C:6]([Br:11])[C:5]=1[O:12][CH3:13])([O-])=O.[Sn]. No catalyst specified. The product is [NH2:1][C:4]1[CH:9]=[C:8]([Cl:10])[CH:7]=[C:6]([Br:11])[C:5]=1[O:12][CH3:13]. The yield is 0.970. (3) The reactants are B(O)O.I[C:5]1[C:14]2[C:9](=[CH:10][CH:11]=[C:12]([CH:15]=[O:16])[CH:13]=2)[N:8]=[CH:7][CH:6]=1.C([O-])([O-])=O.[K+].[K+].O1[CH2:28][CH2:27][O:26][CH2:25]C1. No catalyst specified. The product is [CH3:25][O:26][C:27]1[N:8]=[CH:7][C:6]([C:5]2[C:14]3[C:9](=[CH:10][CH:11]=[C:12]([CH:15]=[O:16])[CH:13]=3)[N:8]=[CH:7][CH:6]=2)=[CH:5][CH:28]=1. The yield is 0.950.